Dataset: Merck oncology drug combination screen with 23,052 pairs across 39 cell lines. Task: Regression. Given two drug SMILES strings and cell line genomic features, predict the synergy score measuring deviation from expected non-interaction effect. (1) Drug 1: CS(=O)(=O)CCNCc1ccc(-c2ccc3ncnc(Nc4ccc(OCc5cccc(F)c5)c(Cl)c4)c3c2)o1. Drug 2: NC(=O)c1cccc2cn(-c3ccc(C4CCCNC4)cc3)nc12. Cell line: NCIH520. Synergy scores: synergy=2.09. (2) Drug 1: COC1=C2CC(C)CC(OC)C(O)C(C)C=C(C)C(OC(N)=O)C(OC)C=CC=C(C)C(=O)NC(=CC1=O)C2=O. Cell line: CAOV3. Drug 2: NC1CCCCC1N.O=C(O)C(=O)O.[Pt+2]. Synergy scores: synergy=-6.42. (3) Drug 2: C#Cc1cccc(Nc2ncnc3cc(OCCOC)c(OCCOC)cc23)c1. Synergy scores: synergy=13.5. Cell line: ZR751. Drug 1: CCN(CC)CCNC(=O)c1c(C)[nH]c(C=C2C(=O)Nc3ccc(F)cc32)c1C. (4) Drug 1: CN1C(=O)C=CC2(C)C3CCC4(C)C(NC(=O)OCC(F)(F)F)CCC4C3CCC12. Drug 2: N.N.O=C(O)C1(C(=O)O)CCC1.[Pt]. Cell line: T47D. Synergy scores: synergy=-24.8. (5) Drug 2: Cn1nnc2c(C(N)=O)ncn2c1=O. Cell line: LOVO. Synergy scores: synergy=-25.8. Drug 1: CN1C(=O)C=CC2(C)C3CCC4(C)C(NC(=O)OCC(F)(F)F)CCC4C3CCC12. (6) Drug 1: O=c1[nH]cc(F)c(=O)[nH]1. Drug 2: CC(C)CC(NC(=O)C(Cc1ccccc1)NC(=O)c1cnccn1)B(O)O. Cell line: NCIH23. Synergy scores: synergy=-9.19. (7) Drug 1: CN1C(=O)C=CC2(C)C3CCC4(C)C(NC(=O)OCC(F)(F)F)CCC4C3CCC12. Drug 2: COc1cccc2c1C(=O)c1c(O)c3c(c(O)c1C2=O)CC(O)(C(=O)CO)CC3OC1CC(N)C(O)C(C)O1. Cell line: VCAP. Synergy scores: synergy=44.1.